From a dataset of Peptide-MHC class I binding affinity with 185,985 pairs from IEDB/IMGT. Regression. Given a peptide amino acid sequence and an MHC pseudo amino acid sequence, predict their binding affinity value. This is MHC class I binding data. (1) The peptide sequence is WHTTKGAAL. The MHC is HLA-A02:19 with pseudo-sequence HLA-A02:19. The binding affinity (normalized) is 0.0847. (2) The peptide sequence is VSILSGDNEI. The MHC is H-2-Db with pseudo-sequence H-2-Db. The binding affinity (normalized) is 0.0679. (3) The peptide sequence is SRWGYQVKH. The MHC is HLA-A01:01 with pseudo-sequence HLA-A01:01. The binding affinity (normalized) is 0.0847. (4) The peptide sequence is YLVAYKATV. The MHC is Patr-B0101 with pseudo-sequence Patr-B0101. The binding affinity (normalized) is 0. (5) The peptide sequence is APAKKAAAK. The MHC is HLA-B46:01 with pseudo-sequence HLA-B46:01. The binding affinity (normalized) is 0.0847. (6) The peptide sequence is TVFRNQNRV. The MHC is HLA-A25:01 with pseudo-sequence HLA-A25:01. The binding affinity (normalized) is 0.0847. (7) The peptide sequence is PPHGGLLGW. The MHC is H-2-Ld with pseudo-sequence H-2-Ld. The binding affinity (normalized) is 0. (8) The peptide sequence is RTYSLLNRK. The MHC is HLA-A02:01 with pseudo-sequence HLA-A02:01. The binding affinity (normalized) is 0.0847. (9) The binding affinity (normalized) is 0.262. The peptide sequence is ISNYICVAW. The MHC is HLA-B15:01 with pseudo-sequence HLA-B15:01. (10) The peptide sequence is VAGGTSSVY. The MHC is HLA-A01:01 with pseudo-sequence HLA-A01:01. The binding affinity (normalized) is 0.0847.